Dataset: Forward reaction prediction with 1.9M reactions from USPTO patents (1976-2016). Task: Predict the product of the given reaction. Given the reactants [P:1]([OH:45])([O:24][CH2:25][CH2:26][CH2:27][O:28][CH2:29][CH2:30][CH2:31][CH2:32][CH2:33][CH2:34][CH2:35][CH2:36][CH2:37][CH2:38][CH2:39][CH2:40][CH2:41][CH2:42][CH2:43][CH3:44])([O:3][CH2:4][C@@H:5]1[C@@H:9]([OH:10])[C@@H:8]([OH:11])[C@H:7]([N:12]2[C:16]3[N:17]=[CH:18][N:19]=[C:20]([NH2:21])[C:15]=3[C:14]([C:22]#[N:23])=[CH:13]2)[O:6]1)=[O:2].C(N(CC)CC)C.[SH2:53], predict the reaction product. The product is: [P:1]([OH:45])([O:24][CH2:25][CH2:26][CH2:27][O:28][CH2:29][CH2:30][CH2:31][CH2:32][CH2:33][CH2:34][CH2:35][CH2:36][CH2:37][CH2:38][CH2:39][CH2:40][CH2:41][CH2:42][CH2:43][CH3:44])([O:3][CH2:4][C@@H:5]1[C@@H:9]([OH:10])[C@@H:8]([OH:11])[C@H:7]([N:12]2[C:16]3[N:17]=[CH:18][N:19]=[C:20]([NH2:21])[C:15]=3[C:14]([C:22](=[S:53])[NH2:23])=[CH:13]2)[O:6]1)=[O:2].